From a dataset of Catalyst prediction with 721,799 reactions and 888 catalyst types from USPTO. Predict which catalyst facilitates the given reaction. (1) Reactant: [H-].[Na+].[C:3](#[N:5])[CH3:4].[F:6][C:7]([F:14])([F:13])[C:8](OCC)=[O:9]. Product: [F:6][C:7]([F:14])([F:13])[C:8](=[O:9])[CH2:4][C:3]#[N:5]. The catalyst class is: 12. (2) Reactant: [CH3:1][NH:2][CH2:3][CH2:4][CH2:5][CH:6]=[CH2:7].[CH3:8][C:9]([CH3:19])([CH3:18])[C@@H:10]([C:14]([O:16][CH3:17])=[O:15])[N:11]=[C:12]=[O:13]. The catalyst class is: 1. Product: [CH3:8][C:9]([CH3:19])([CH3:18])[C@@H:10]([C:14]([O:16][CH3:17])=[O:15])[NH:11][C:12]([N:2]([CH3:1])[CH2:3][CH2:4][CH2:5][CH:6]=[CH2:7])=[O:13].